From a dataset of Reaction yield outcomes from USPTO patents with 853,638 reactions. Predict the reaction yield, written as a fraction of the theoretical maximum amount of product (1.0 means a 100% yield; for example, 0.34 means a 34% yield). (1) The reactants are [CH3:1][O:2][C:3]1[CH:12]=[C:11]2[C:6]([C:7]([O:13][CH2:14][C:15]3[N:19]4[CH:20]=[C:21]([C:24]([NH:26][C@H:27]5[CH2:31][CH2:30][N:29](C(OC(C)(C)C)=O)[CH2:28]5)=[O:25])[CH:22]=[CH:23][C:18]4=[N:17][N:16]=3)=[CH:8][CH:9]=[N:10]2)=[CH:5][CH:4]=1.Cl.C(=O)([O-])[O-].[K+].[K+]. The catalyst is CO. The product is [CH3:1][O:2][C:3]1[CH:12]=[C:11]2[C:6]([C:7]([O:13][CH2:14][C:15]3[N:19]4[CH:20]=[C:21]([C:24]([NH:26][C@H:27]5[CH2:31][CH2:30][NH:29][CH2:28]5)=[O:25])[CH:22]=[CH:23][C:18]4=[N:17][N:16]=3)=[CH:8][CH:9]=[N:10]2)=[CH:5][CH:4]=1. The yield is 0.970. (2) The reactants are [CH3:1][S:2]([N:5]1[CH2:10][CH2:9][CH2:8][CH:7]([NH:11][C:12]([C:14]2[C:22]3[C:17](=[N:18][CH:19]=[C:20]([CH:23]4[CH2:25][CH2:24]4)[N:21]=3)[N:16](COCC[Si](C)(C)C)[CH:15]=2)=[O:13])[CH2:6]1)(=[O:4])=[O:3].FC(F)(F)C(O)=O. The catalyst is C(Cl)Cl. The product is [CH3:1][S:2]([N:5]1[CH2:10][CH2:9][CH2:8][CH:7]([NH:11][C:12]([C:14]2[C:22]3[C:17](=[N:18][CH:19]=[C:20]([CH:23]4[CH2:25][CH2:24]4)[N:21]=3)[NH:16][CH:15]=2)=[O:13])[CH2:6]1)(=[O:4])=[O:3]. The yield is 0.810. (3) The reactants are C(Cl)(=O)C(Cl)=O.[CH3:7][S:8]([CH3:10])=O.[F:11][C:12]1[CH:17]=[CH:16][C:15]([CH:18]([OH:29])[CH2:19][N:20]2[C:24]([CH3:25])=[CH:23][CH:22]=[C:21]2[C:26]([OH:28])=[O:27])=[CH:14][CH:13]=1.C(N(CC)CC)C. The catalyst is C(Cl)Cl. The product is [F:11][C:12]1[CH:13]=[CH:14][C:15]([C:18](=[O:29])[CH2:19][N:20]2[C:24]([CH3:25])=[CH:23][CH:22]=[C:21]2[C:26]([O:28][CH2:7][S:8][CH3:10])=[O:27])=[CH:16][CH:17]=1. The yield is 0.620. (4) The reactants are [Li]CCCC.Br[C:7]1[CH:12]=[C:11]([Cl:13])[CH:10]=[C:9]([Br:14])[CH:8]=1.[C:15]([C:17]1[CH:18]=[N:19][CH:20]=[CH:21][CH:22]=1)#N.Cl.CC[O:26]CC. No catalyst specified. The product is [Br:14][C:9]1[CH:8]=[C:7]([C:15]([C:17]2[CH:18]=[N:19][CH:20]=[CH:21][CH:22]=2)=[O:26])[CH:12]=[C:11]([Cl:13])[CH:10]=1. The yield is 0.620. (5) The reactants are [Cl:1][C:2]1[CH:3]=[C:4](/[C:12](=[N:16]\[O:17][CH:18]2[CH2:22][CH2:21][CH2:20][CH2:19]2)/[C:13]([OH:15])=O)[CH:5]=[CH:6][C:7]=1[S:8]([CH3:11])(=[O:10])=[O:9].[NH2:23][C:24]1[CH:28]=[CH:27][N:26]([CH2:29][C:30]2[CH:31]=[C:32]([NH:36][C:37](=[O:39])[CH3:38])[CH:33]=[CH:34][CH:35]=2)[N:25]=1.C(N(CC)C(C)C)(C)C. The catalyst is C(Cl)Cl. The product is [C:37]([NH:36][C:32]1[CH:31]=[C:30]([CH:35]=[CH:34][CH:33]=1)[CH2:29][N:26]1[CH:27]=[CH:28][C:24]([NH:23][C:13](=[O:15])/[C:12](/[C:4]2[CH:5]=[CH:6][C:7]([S:8]([CH3:11])(=[O:9])=[O:10])=[C:2]([Cl:1])[CH:3]=2)=[N:16]/[O:17][CH:18]2[CH2:22][CH2:21][CH2:20][CH2:19]2)=[N:25]1)(=[O:39])[CH3:38]. The yield is 0.420.